This data is from Reaction yield outcomes from USPTO patents with 853,638 reactions. The task is: Predict the reaction yield, written as a fraction of the theoretical maximum amount of product (1.0 means a 100% yield; for example, 0.34 means a 34% yield). (1) The reactants are [CH3:1][O:2][C:3](=[O:16])[C:4]1[CH:9]=[CH:8][C:7]([CH:10](O)[CH3:11])=[CH:6][C:5]=1[N+:13]([O-:15])=[O:14].CCN(S(F)(F)[F:23])CC.C([O-])(O)=O.[Na+]. The catalyst is C(Cl)Cl. The product is [CH3:1][O:2][C:3](=[O:16])[C:4]1[CH:9]=[CH:8][C:7]([CH:10]([F:23])[CH3:11])=[CH:6][C:5]=1[N+:13]([O-:15])=[O:14]. The yield is 0.560. (2) The reactants are C(OC([N:8]1[CH2:12][CH2:11][CH2:10][C:9]1([CH2:24][C:25]1[CH:30]=[CH:29][CH:28]=[CH:27][CH:26]=1)[C:13]([C:15]1[CH:16]=[C:17]2[C:21](=[CH:22][CH:23]=1)[NH:20][CH:19]=[CH:18]2)=[O:14])=O)(C)(C)C.[OH-].[Na+]. The catalyst is Cl.CO. The product is [CH2:24]([C:9]1([C:13]([C:15]2[CH:16]=[C:17]3[C:21](=[CH:22][CH:23]=2)[NH:20][CH:19]=[CH:18]3)=[O:14])[CH2:10][CH2:11][CH2:12][NH:8]1)[C:25]1[CH:30]=[CH:29][CH:28]=[CH:27][CH:26]=1. The yield is 0.620. (3) The reactants are [OH:1][C:2]1[N:10]=[CH:9][CH:8]=[CH:7][C:3]=1[C:4]([OH:6])=[O:5].[N+:11]([O-])([OH:13])=[O:12]. The catalyst is OS(O)(=O)=O. The product is [N+:11]([C:8]1[CH:9]=[N:10][C:2]([OH:1])=[C:3]([CH:7]=1)[C:4]([OH:6])=[O:5])([O-:13])=[O:12]. The yield is 0.440. (4) The catalyst is C(OCC)(=O)C.ClCCl.O.CO.CN(C=O)C. The yield is 0.880. The product is [CH3:8][C:6]1([CH3:7])[C:2]([CH3:16])([CH3:1])[O:3][B:4]([C:9]2[CH:14]=[CH:13][C:12]([O:15][CH2:18][C:19]3[CH:20]=[C:21]([CH:26]=[CH:27][CH:28]=3)[C:22]([N:60]3[CH2:71][CH2:70][CH2:69][C@H:61]3[C:62]([OH:64])=[O:63])=[O:24])=[CH:11][CH:10]=2)[O:5]1. The reactants are [CH3:1][C:2]1([CH3:16])[C:6]([CH3:8])([CH3:7])[O:5][B:4]([C:9]2[CH:14]=[CH:13][C:12]([OH:15])=[CH:11][CH:10]=2)[O:3]1.Br[CH2:18][C:19]1[CH:20]=[C:21]([CH:26]=[CH:27][CH:28]=1)[C:22]([O:24]C)=O.C(=O)([O-])[O-].[K+].[K+].[OH-].[Li+].Cl.C(N=C=NCCCN(C)C)C.CCN=C=NCCCN(C)C.[NH:60]1[CH2:71][CH2:70][CH2:69][C@H:61]1[C:62]([O:64]C(C)(C)C)=[O:63].C(N(CC)CC)C. (5) The reactants are [NH:1]1[C:9]2[C:4](=[CH:5][C:6]([N:10]3[C:15]4([CH2:20][CH2:19][CH2:18][CH2:17][CH2:16]4)[CH2:14][NH:13][CH2:12][C:11]3=O)=[CH:7][CH:8]=2)[CH:3]=[N:2]1.[H-].[H-].[H-].[H-].[Li+].[Al+3]. The catalyst is C1COCC1. The product is [NH:1]1[C:9]2[C:4](=[CH:5][C:6]([N:10]3[C:15]4([CH2:20][CH2:19][CH2:18][CH2:17][CH2:16]4)[CH2:14][NH:13][CH2:12][CH2:11]3)=[CH:7][CH:8]=2)[CH:3]=[N:2]1. The yield is 0.730.